Dataset: Reaction yield outcomes from USPTO patents with 853,638 reactions. Task: Predict the reaction yield, written as a fraction of the theoretical maximum amount of product (1.0 means a 100% yield; for example, 0.34 means a 34% yield). (1) The reactants are [F:1][C:2]1[CH:9]=[CH:8][C:5]([CH:6]=O)=[CH:4][CH:3]=1.[NH2:10][C:11]1[CH:19]=[C:15]([C:16]([OH:18])=[O:17])[C:14]([OH:20])=[CH:13][CH:12]=1. The catalyst is C(O)C. The product is [F:1][C:2]1[CH:9]=[CH:8][C:5]([CH:6]=[N:10][C:11]2[CH:12]=[CH:13][C:14]([OH:20])=[C:15]([CH:19]=2)[C:16]([OH:18])=[O:17])=[CH:4][CH:3]=1. The yield is 0.0900. (2) The reactants are [Si]([N:8]1[C:11](=[O:12])[C@H:10]([CH2:13][C:14]2[CH:19]=[CH:18][N:17]=[C:16]([N:20]([C:28]([O:30][C:31]([CH3:34])([CH3:33])[CH3:32])=[O:29])[C:21]([O:23][C:24]([CH3:27])([CH3:26])[CH3:25])=[O:22])[CH:15]=2)[C@H:9]1[C:35]([O:37][CH2:38][C:39]1[CH:44]=[CH:43][CH:42]=[CH:41][CH:40]=1)=[O:36])(C(C)(C)C)(C)C.[F-].[NH4+].C(O)(=O)C. The catalyst is CO.C(OCC)(=O)C.C(=O)(O)[O-].[Na+]. The product is [C:24]([O:23][C:21]([N:20]([C:28]([O:30][C:31]([CH3:34])([CH3:33])[CH3:32])=[O:29])[C:16]1[CH:15]=[C:14]([CH2:13][C@H:10]2[C:11](=[O:12])[NH:8][C@@H:9]2[C:35]([O:37][CH2:38][C:39]2[CH:40]=[CH:41][CH:42]=[CH:43][CH:44]=2)=[O:36])[CH:19]=[CH:18][N:17]=1)=[O:22])([CH3:26])([CH3:27])[CH3:25]. The yield is 0.690. (3) The reactants are C(OC(=O)[NH:7][C:8]1[CH:13]=[CH:12][C:11]([CH:14]2[CH2:19][NH:18][S:17](=[O:21])(=[O:20])[NH:16][CH2:15]2)=[CH:10][CH:9]=1)(C)(C)C.C1C(=O)N([Br:30])C(=O)C1. The catalyst is C(O)(C(F)(F)F)=O. The product is [Br:30][C:9]1[CH:10]=[C:11]([CH:14]2[CH2:19][NH:18][S:17](=[O:21])(=[O:20])[NH:16][CH2:15]2)[CH:12]=[CH:13][C:8]=1[NH2:7]. The yield is 0.520. (4) The reactants are [N:1]1([C:12](=[O:13])[C:11]2[N:10]([CH2:14][C:15]([OH:17])=O)[CH:9]=[N:8][C:7]=2[N:5]([CH3:6])[C:3]1=[O:4])[CH3:2].C(Cl)(=O)C(Cl)=O.CN(C=O)C.[CH3:29][NH:30][C:31]1[CH:36]=[CH:35][C:34]([CH:37]([CH3:39])[CH3:38])=[CH:33][CH:32]=1. The catalyst is C(Cl)(Cl)Cl.CC#N. The product is [CH3:2][N:1]1[C:12](=[O:13])[C:11]2[N:10]([CH2:14][C:15]([N:30]([C:31]3[CH:36]=[CH:35][C:34]([CH:37]([CH3:39])[CH3:38])=[CH:33][CH:32]=3)[CH3:29])=[O:17])[CH:9]=[N:8][C:7]=2[N:5]([CH3:6])[C:3]1=[O:4]. The yield is 0.844. (5) The reactants are [F:1][C:2]1[CH:11]=[CH:10][C:5]([C:6]([NH2:9])=[N:7][OH:8])=[CH:4][CH:3]=1.[N:12]1[CH:17]=[CH:16][CH:15]=[CH:14][C:13]=1[C:18]#[C:19][CH2:20][CH2:21][C:22](O)=O.C1C=CC2N(O)N=NC=2C=1.CCN=C=NCCCN(C)C.Cl. The catalyst is O1CCOCC1. The product is [F:1][C:2]1[CH:11]=[CH:10][C:5]([C:6]2[N:9]=[C:22]([CH2:21][CH2:20][C:19]#[C:18][C:13]3[CH:14]=[CH:15][CH:16]=[CH:17][N:12]=3)[O:8][N:7]=2)=[CH:4][CH:3]=1. The yield is 0.250.